Dataset: Catalyst prediction with 721,799 reactions and 888 catalyst types from USPTO. Task: Predict which catalyst facilitates the given reaction. (1) Reactant: [C:1]1([C:7]([C:18]2[CH:23]=[CH:22][CH:21]=[CH:20][CH:19]=2)([C:12]2[CH:17]=[CH:16][CH:15]=[CH:14][CH:13]=2)[C:8]([NH:10][NH2:11])=O)[CH:6]=[CH:5][CH:4]=[CH:3][CH:2]=1.CO[C:26]1[CH2:27][CH2:28][CH2:29][CH2:30][CH2:31][CH2:32][N:33]=1. Product: [C:7]([C:8]1[N:33]2[CH2:32][CH2:31][CH2:30][CH2:29][CH2:28][CH2:27][C:26]2=[N:11][N:10]=1)([C:18]1[CH:23]=[CH:22][CH:21]=[CH:20][CH:19]=1)([C:12]1[CH:17]=[CH:16][CH:15]=[CH:14][CH:13]=1)[C:1]1[CH:6]=[CH:5][CH:4]=[CH:3][CH:2]=1. The catalyst class is: 11. (2) Reactant: C([C:3]1([C:13]([O-])=[O:14])[CH2:8][CH2:7][C:6]2([O:12][CH2:11][CH2:10][O:9]2)[CH2:5][CH2:4]1)C.[H-].C([Al+]CC(C)C)C(C)C.[Cl-].[NH4+]. Product: [CH2:11]1[CH2:10][O:9][C:6]2([CH2:5][CH2:4][CH:3]([CH:13]=[O:14])[CH2:8][CH2:7]2)[O:12]1. The catalyst class is: 11. (3) Reactant: [C:1]([O:5][C:6]([NH:8][CH2:9][C:10]1[CH:11]=[N:12][C:13](Cl)=[CH:14][CH:15]=1)=[O:7])([CH3:4])([CH3:3])[CH3:2].[CH:17]1([CH:23]=[CH:24]B(O)O)[CH2:22][CH2:21][CH2:20][CH2:19][CH2:18]1.C(Cl)Cl.C([O-])([O-])=O.[Na+].[Na+]. Product: [C:1]([O:5][C:6]([NH:8][CH2:9][C:10]1[CH:11]=[N:12][C:13](/[CH:24]=[CH:23]/[CH:17]2[CH2:22][CH2:21][CH2:20][CH2:19][CH2:18]2)=[CH:14][CH:15]=1)=[O:7])([CH3:4])([CH3:3])[CH3:2]. The catalyst class is: 12. (4) Reactant: C1([C@H](CC(O)=O)C(O)=O)C=CC=CC=1.[NH2:15][C@H:16]1[C@H:20]([F:21])[CH2:19][N:18]([C:22]([O:24][C:25]([CH3:28])([CH3:27])[CH3:26])=[O:23])[CH2:17]1.CCN(C(C)C)C(C)C.[C:38](Cl)([O:40][CH2:41][C:42]1[CH:47]=[CH:46][CH:45]=[CH:44][CH:43]=1)=[O:39]. Product: [CH2:41]([O:40][C:38]([NH:15][C@H:16]1[C@H:20]([F:21])[CH2:19][N:18]([C:22]([O:24][C:25]([CH3:28])([CH3:27])[CH3:26])=[O:23])[CH2:17]1)=[O:39])[C:42]1[CH:47]=[CH:46][CH:45]=[CH:44][CH:43]=1. The catalyst class is: 2. (5) Reactant: CI.[N:3]1[C:12]2[NH:11][C:10]3[CH:13]=[C:14]([CH:17]([OH:21])[C:18]([OH:20])=[O:19])[CH:15]=[CH:16][C:9]=3[S:8][C:7]=2[N:6]=[CH:5][CH:4]=1.[C:22](=O)([O-])[O-].[K+].[K+]. Product: [CH3:22][O:19][C:18](=[O:20])[CH:17]([C:14]1[CH:15]=[CH:16][C:9]2[S:8][C:7]3[N:6]=[CH:5][CH:4]=[N:3][C:12]=3[NH:11][C:10]=2[CH:13]=1)[OH:21]. The catalyst class is: 9. (6) Reactant: [C:1]([CH2:4][N:5]([CH2:13][C:14]([OH:16])=O)[C:6]1[CH:11]=[CH:10][C:9]([F:12])=[CH:8][CH:7]=1)(O)=[O:2].C([N:19](CC)CC)C.FC(F)(F)C(N)=O.Cl.CN(C)CCCN=C=NCC. Product: [F:12][C:9]1[CH:10]=[CH:11][C:6]([N:5]2[CH2:4][C:1](=[O:2])[NH:19][C:14](=[O:16])[CH2:13]2)=[CH:7][CH:8]=1. The catalyst class is: 2. (7) Reactant: C(O[C:6]([N:8]1[CH2:13][CH2:12][N:11]([C:14](=O)[C:15]2C=[C:19]([Cl:21])[CH:18]=[CH:17][C:16]=2[Cl:22])[CH2:10][CH2:9]1)=[O:7])(C)(C)C.Cl. The catalyst class is: 12. Product: [ClH:21].[Cl:21][C:19]1[CH:18]=[CH:17][C:16]([Cl:22])=[CH:15][C:14]=1[N:11]1[CH2:10][CH2:9][N:8]([CH:6]=[O:7])[CH2:13][CH2:12]1.